This data is from Full USPTO retrosynthesis dataset with 1.9M reactions from patents (1976-2016). The task is: Predict the reactants needed to synthesize the given product. Given the product [CH2:6]([O:13][C:14]1[C:15]([O:35][CH3:32])=[N:16][C:17]2[C:22]([C:38]=1[Cl:40])=[CH:21][C:20]([C:27]([O:29][CH3:2])=[O:28])=[CH:19][CH:18]=2)[C:7]1[CH:8]=[CH:9][CH:10]=[CH:11][CH:12]=1, predict the reactants needed to synthesize it. The reactants are: [Li][CH2:2]CCC.[CH2:6]([O:13][C:14]1[C:15](=O)[NH:16][C:17]2[C:22](C=1O)=[CH:21][C:20](Br)=[CH:19][CH:18]=2)[C:7]1[CH:12]=[CH:11][CH:10]=[CH:9][CH:8]=1.[C:27](=[O:29])=[O:28].IC.[C:32]([O-:35])([O-])=O.[Na+].[Na+].[CH2:38]([Cl:40])Cl.